Dataset: Full USPTO retrosynthesis dataset with 1.9M reactions from patents (1976-2016). Task: Predict the reactants needed to synthesize the given product. (1) Given the product [O:1]([C:8]1[CH:17]=[CH:16][C:15]2[C:10](=[C:11]([C:18]3[NH:26][C:25]4[CH:24]=[CH:23][NH:22][C:21](=[O:27])[C:20]=4[CH:19]=3)[CH:12]=[CH:13][CH:14]=2)[N:9]=1)[C:2]1[CH:7]=[CH:6][CH:5]=[CH:4][CH:3]=1, predict the reactants needed to synthesize it. The reactants are: [O:1]([C:8]1[CH:17]=[CH:16][C:15]2[C:10](=[C:11]([C:18]3[NH:26][C:25]4[CH2:24][CH2:23][NH:22][C:21](=[O:27])[C:20]=4[CH:19]=3)[CH:12]=[CH:13][CH:14]=2)[N:9]=1)[C:2]1[CH:7]=[CH:6][CH:5]=[CH:4][CH:3]=1.C(C1C(=O)C(Cl)=C(Cl)C(=O)C=1C#N)#N. (2) Given the product [C:1]([C:3]1[CH:4]=[CH:5][C:6]([C:9]2[N:13]([C:14]3[CH:15]=[N:16][CH:17]=[CH:18][CH:19]=3)[N:12]=[C:11]([C:20]([OH:22])=[O:21])[CH:10]=2)=[N:7][CH:8]=1)#[N:2], predict the reactants needed to synthesize it. The reactants are: [C:1]([C:3]1[CH:4]=[CH:5][C:6]([C:9]2[N:13]([C:14]3[CH:15]=[N:16][CH:17]=[CH:18][CH:19]=3)[N:12]=[C:11]([C:20]([O:22]CC)=[O:21])[CH:10]=2)=[N:7][CH:8]=1)#[N:2].O.[OH-].[Li+]. (3) Given the product [OH:4][C:5]1([C:8]([NH:10][C:11]2[N:12]=[C:13]3[CH:18]=[CH:17][C:16]([O:19][C:20]4[CH:25]=[CH:24][C:23]([CH3:26])=[C:22]([NH:27][C:28]([C:30]5[N:34]([CH3:35])[N:33]=[C:32]([CH3:36])[CH:31]=5)=[O:29])[CH:21]=4)=[N:15][N:14]3[CH:37]=2)=[O:9])[CH2:6][CH2:7]1, predict the reactants needed to synthesize it. The reactants are: C([O:4][C:5]1([C:8]([NH:10][C:11]2[N:12]=[C:13]3[CH:18]=[CH:17][C:16]([O:19][C:20]4[CH:25]=[CH:24][C:23]([CH3:26])=[C:22]([NH:27][C:28]([C:30]5[N:34]([CH3:35])[N:33]=[C:32]([CH3:36])[CH:31]=5)=[O:29])[CH:21]=4)=[N:15][N:14]3[CH:37]=2)=[O:9])[CH2:7][CH2:6]1)(=O)C.[OH-].[Na+].Cl.C(OCC)(=O)C. (4) The reactants are: [CH3:1][C:2]12[CH2:12][CH:6]3[CH2:7][C:8]([CH3:11])([CH2:10][C:4]([C:13](O)=O)([CH2:5]3)[CH2:3]1)[CH2:9]2.CS(Cl)(=O)=O.[NH3:21].Cl. Given the product [CH3:1][C:2]12[CH2:12][CH:6]3[CH2:7][C:8]([CH3:11])([CH2:10][C:4]([C:13]#[N:21])([CH2:5]3)[CH2:3]1)[CH2:9]2, predict the reactants needed to synthesize it. (5) The reactants are: Cl[C:2]1[CH:3]=[CH:4][C:5]2[O:14][C:13]3[C:8](=[N:9][CH:10]=[CH:11][CH:12]=3)[C:6]=2[CH:7]=1.[CH:15]1[C:27]2[N:26]([C:28]3[CH:29]=[CH:30][C:31]4[NH:32][C:33]5[C:38]([C:39]=4[CH:40]=3)=[CH:37][CH:36]=[CH:35][CH:34]=5)[C:25]3[C:20](=[CH:21][CH:22]=[CH:23][CH:24]=3)[C:19]=2[CH:18]=[CH:17][CH:16]=1.P(C(C)(C)C)(C(C)(C)C)C(C)(C)C.[K]. Given the product [CH:30]1[C:31]2[N:32]([C:2]3[CH:3]=[CH:4][C:5]4[O:14][C:13]5[C:8](=[N:9][CH:10]=[CH:11][CH:12]=5)[C:6]=4[CH:7]=3)[C:33]3[C:38](=[CH:37][CH:36]=[CH:35][CH:34]=3)[C:39]=2[CH:40]=[C:28]([N:26]2[C:25]3[CH:24]=[CH:23][CH:22]=[CH:21][C:20]=3[C:19]3[C:27]2=[CH:15][CH:16]=[CH:17][CH:18]=3)[CH:29]=1, predict the reactants needed to synthesize it. (6) Given the product [Cl:34][C:35]1[CH:36]=[C:37]([C:38]2[N:40]=[C:5]([C:4]3[CH:8]=[CH:9][C:10]([N:12]4[C:17](=[O:18])[C@H:16]5[CH2:19][C@@H:13]4[CH2:14][CH2:15]5)=[CH:11][C:3]=3[O:2][CH3:1])[O:7][N:39]=2)[CH:42]=[CH:43][C:44]=1[O:45][CH:46]([CH3:48])[CH3:47], predict the reactants needed to synthesize it. The reactants are: [CH3:1][O:2][C:3]1[CH:11]=[C:10]([N:12]2[C:17](=[O:18])[C@H:16]3[CH2:19][C@@H:13]2[CH2:14][CH2:15]3)[CH:9]=[CH:8][C:4]=1[C:5]([OH:7])=O.C1C=CC2N(O)N=NC=2C=1.C(Cl)CCl.[Cl:34][C:35]1[CH:36]=[C:37]([CH:42]=[CH:43][C:44]=1[O:45][CH:46]([CH3:48])[CH3:47])/[C:38](=[N:40]/O)/[NH2:39]. (7) Given the product [CH:6]1([CH2:12][N:13]([CH2:14][C@H:15]2[N:19]([C:20]3[CH:25]=[CH:24][C:23]([O:26][CH2:27][CH2:28][CH2:29][N:30]4[CH2:31][CH2:32][CH2:33][CH:34]4[CH3:35])=[CH:22][CH:21]=3)[C:18](=[O:36])[CH2:17][CH2:16]2)[CH2:2][CH:3]2[CH2:5][CH2:4]2)[CH2:11][CH2:10][CH2:9][CH2:8][CH2:7]1, predict the reactants needed to synthesize it. The reactants are: Br[CH2:2][CH:3]1[CH2:5][CH2:4]1.[CH:6]1([CH2:12][NH:13][CH2:14][C@H:15]2[N:19]([C:20]3[CH:25]=[CH:24][C:23]([O:26][CH2:27][CH2:28][CH2:29][N:30]4[CH2:35][CH2:34][CH2:33][CH2:32][CH2:31]4)=[CH:22][CH:21]=3)[C:18](=[O:36])[CH2:17][CH2:16]2)[CH2:11][CH2:10][CH2:9][CH2:8][CH2:7]1.C(=O)([O-])[O-].[Cs+].[Cs+].[I-].[K+].